Dataset: Reaction yield outcomes from USPTO patents with 853,638 reactions. Task: Predict the reaction yield, written as a fraction of the theoretical maximum amount of product (1.0 means a 100% yield; for example, 0.34 means a 34% yield). The reactants are [NH2:1][C:2]1[C:6]([C:7]([O:9][CH2:10][CH:11]=[CH2:12])=[O:8])=[C:5]([NH2:13])[NH:4][N:3]=1.CO[CH:16](OC)[CH:17]([CH:21](OC)OC)[CH2:18][C:19]#[N:20].ClC1C=CC2N=NN(OC(=[N+](C)C)N(C)C)C=2C=1.C([O-])(O)=O.[Na+]. The catalyst is CS(C)=O.O.CCOC(C)=O. The product is [NH2:13][C:5]1[C:6]([C:7]([O:9][CH2:10][CH:11]=[CH2:12])=[O:8])=[C:2]2[N:1]=[CH:16][C:17]([CH2:18][C:19]#[N:20])=[CH:21][N:3]2[N:4]=1. The yield is 0.620.